Task: Predict which catalyst facilitates the given reaction.. Dataset: Catalyst prediction with 721,799 reactions and 888 catalyst types from USPTO Reactant: [C:1]([C:3]1[CH:8]=[CH:7][C:6]([NH:9][C:10]2[CH:11]=[C:12]([CH:18]=[CH:19][CH:20]=2)[C:13]([O:15][CH2:16][CH3:17])=[O:14])=[C:5]([N+:21]([O-])=O)[CH:4]=1)#[N:2]. Product: [NH2:21][C:5]1[CH:4]=[C:3]([C:1]#[N:2])[CH:8]=[CH:7][C:6]=1[NH:9][C:10]1[CH:11]=[C:12]([CH:18]=[CH:19][CH:20]=1)[C:13]([O:15][CH2:16][CH3:17])=[O:14]. The catalyst class is: 770.